Dataset: Full USPTO retrosynthesis dataset with 1.9M reactions from patents (1976-2016). Task: Predict the reactants needed to synthesize the given product. (1) The reactants are: [F:1][C:2]([F:15])([F:14])[C:3]1[CH:8]=[C:7]([C:9]([F:12])([F:11])[F:10])[CH:6]=[CH:5][C:4]=1Br.[CH2:16]([OH:19])[C:17]#[CH:18].C(N(CC)CC)C. Given the product [F:1][C:2]([F:15])([F:14])[C:3]1[CH:8]=[C:7]([C:9]([F:12])([F:11])[F:10])[CH:6]=[CH:5][C:4]=1[C:18]#[C:17][CH2:16][OH:19], predict the reactants needed to synthesize it. (2) Given the product [CH3:1][C:2]1([CH3:36])[N:6]([C:7]2[S:8][C:9]3[CH2:15][CH2:14][O:13][C:12]4[CH:16]=[C:17]([CH:20]5[CH2:21][CH2:22][N:23]([C:26]([O:28][C:29]([CH3:30])([CH3:31])[CH3:32])=[O:27])[CH2:24][CH2:25]5)[CH:18]=[CH:19][C:11]=4[C:10]=3[N:33]=2)[C:5](=[O:34])[NH:4][C:3]1=[O:35], predict the reactants needed to synthesize it. The reactants are: [CH3:1][C:2]1([CH3:36])[N:6]([C:7]2[S:8][C:9]3[CH2:15][CH2:14][O:13][C:12]4[CH:16]=[C:17]([C:20]5[CH2:25][CH2:24][N:23]([C:26]([O:28][C:29]([CH3:32])([CH3:31])[CH3:30])=[O:27])[CH2:22][CH:21]=5)[CH:18]=[CH:19][C:11]=4[C:10]=3[N:33]=2)[C:5](=[O:34])[NH:4][C:3]1=[O:35]. (3) Given the product [C:14]([C:11]([C:7]1[CH:6]=[C:5]([CH:10]=[CH:9][CH:8]=1)[C:4]([OH:16])=[O:3])([CH3:13])[CH3:12])#[N:15], predict the reactants needed to synthesize it. The reactants are: C([O:3][C:4](=[O:16])[C:5]1[CH:10]=[CH:9][CH:8]=[C:7]([C:11]([C:14]#[N:15])([CH3:13])[CH3:12])[CH:6]=1)C.[OH-].[Na+].Cl. (4) Given the product [CH2:19]([N:8]1[CH:12]=[C:11]([C:13]([O:15][CH2:16][CH3:17])=[O:14])[N:10]=[N:9]1)[CH2:20][CH2:21][CH3:22], predict the reactants needed to synthesize it. The reactants are: [H-].[Na+].CN(C)C=O.[NH:8]1[CH:12]=[C:11]([C:13]([O:15][CH2:16][CH3:17])=[O:14])[N:10]=[N:9]1.Br[CH2:19][CH2:20][CH2:21][CH3:22]. (5) Given the product [NH2:9][C:5]1[CH2:6][O:7][CH2:8][C:2]([F:1])([F:20])[C@@:3]2([C:18]3[C:13](=[CH:14][CH:15]=[C:16]([NH:19][C:28](=[O:29])[C:25]4[CH:24]=[CH:23][C:22]([Cl:21])=[CH:27][N:26]=4)[CH:17]=3)[CH2:12][CH2:11][CH2:10]2)[N:4]=1, predict the reactants needed to synthesize it. The reactants are: [F:1][C:2]1([F:20])[CH2:8][O:7][CH2:6][C:5]([NH2:9])=[N:4][C@@:3]21[C:18]1[C:13](=[CH:14][CH:15]=[C:16]([NH2:19])[CH:17]=1)[CH2:12][CH2:11][CH2:10]2.[Cl:21][C:22]1[CH:23]=[CH:24][C:25]([C:28](O)=[O:29])=[N:26][CH:27]=1. (6) Given the product [NH2:50][C:39]1[N:38]=[C:37]([N:33]2[CH:32]([CH3:51])[CH2:31][C:30]3[C:35](=[CH:36][C:27]([C:5]4[CH:4]=[C:3]([C:16]([O:18][CH2:19][C:20]5[CH:21]=[CH:22][CH:23]=[CH:24][CH:25]=5)=[O:17])[N:2]([CH3:1])[CH:6]=4)=[CH:28][CH:29]=3)[CH2:34]2)[CH:42]=[C:41]([N:43]2[CH2:48][CH2:47][N:46]([CH3:49])[CH2:45][CH2:44]2)[N:40]=1, predict the reactants needed to synthesize it. The reactants are: [CH3:1][N:2]1[CH:6]=[C:5](B2OC(C)(C)C(C)(C)O2)[CH:4]=[C:3]1[C:16]([O:18][CH2:19][C:20]1[CH:25]=[CH:24][CH:23]=[CH:22][CH:21]=1)=[O:17].Br[C:27]1[CH:36]=[C:35]2[C:30]([CH2:31][CH:32]([CH3:51])[N:33]([C:37]3[CH:42]=[C:41]([N:43]4[CH2:48][CH2:47][N:46]([CH3:49])[CH2:45][CH2:44]4)[N:40]=[C:39]([NH2:50])[N:38]=3)[CH2:34]2)=[CH:29][CH:28]=1.C(=O)([O-])[O-].[Na+].[Na+].N#N. (7) Given the product [CH3:1][O:2][C:3]1[CH:8]=[C:7]([O:9][CH3:10])[N:6]=[C:5]([N:11]2[C:15]3[CH:16]=[CH:17][CH:18]=[CH:19][C:14]=3[N:13]=[C:12]2[O:25][CH3:24])[N:4]=1, predict the reactants needed to synthesize it. The reactants are: [CH3:1][O:2][C:3]1[CH:8]=[C:7]([O:9][CH3:10])[N:6]=[C:5]([N:11]2[C:15]3[CH:16]=[CH:17][CH:18]=[CH:19][C:14]=3[N:13]=[C:12]2S(C)(=O)=O)[N:4]=1.[CH3:24][O-:25].[Na+].